From a dataset of Forward reaction prediction with 1.9M reactions from USPTO patents (1976-2016). Predict the product of the given reaction. (1) Given the reactants [C:1]1([OH:11])[C:10]2[C:5](=[CH:6][CH:7]=[CH:8][CH:9]=2)[CH:4]=[CH:3][CH:2]=1.[F:12][C:13]1[CH:14]=[C:15]([CH:18]=[C:19]([F:22])[C:20]=1[F:21])[CH:16]=O.[C:23](#[N:27])[CH2:24][C:25]#[N:26].N1CCCCC1, predict the reaction product. The product is: [NH2:27][C:23]1[O:11][C:1]2[C:2]([CH:16]([C:15]3[CH:14]=[C:13]([F:12])[C:20]([F:21])=[C:19]([F:22])[CH:18]=3)[C:24]=1[C:25]#[N:26])=[CH:3][CH:4]=[C:5]1[CH:6]=[CH:7][CH:8]=[CH:9][C:10]=21. (2) Given the reactants [C:1]([O:5][C:6](=[O:44])[CH:7]([NH:9][C:10]([CH:12]1[CH2:24][N:22]2[C:23]3[CH:15]([CH:16]([NH:25]C(OCC4C5C=CC=CC=5C5C4=CC=CC=5)=O)[CH2:17][CH2:18][C:19]=3[CH:20]=[CH:21]2)[C:14](=[O:43])[CH2:13]1)=[O:11])[CH3:8])([CH3:4])([CH3:3])[CH3:2].C(NCC)C, predict the reaction product. The product is: [C:1]([O:5][C:6](=[O:44])[CH:7]([NH:9][C:10]([CH:12]1[CH2:24][N:22]2[C:23]3[CH:15]([CH:16]([NH2:25])[CH2:17][CH2:18][C:19]=3[CH:20]=[CH:21]2)[C:14](=[O:43])[CH2:13]1)=[O:11])[CH3:8])([CH3:2])([CH3:3])[CH3:4]. (3) Given the reactants [C:1]([NH:24][CH2:25][CH2:26][NH:27]C(=O)OC(C)(C)C)(=[O:23])[CH2:2][CH2:3]/[CH:4]=[CH:5]\[CH2:6]/[CH:7]=[CH:8]\[CH2:9]/[CH:10]=[CH:11]\[CH2:12]/[CH:13]=[CH:14]\[CH2:15]/[CH:16]=[CH:17]\[CH2:18]/[CH:19]=[CH:20]\[CH2:21][CH3:22].Cl.C([O-])([O-])=O.[Na+].[Na+], predict the reaction product. The product is: [NH2:27][CH2:26][CH2:25][NH:24][C:1](=[O:23])[CH2:2][CH2:3]/[CH:4]=[CH:5]\[CH2:6]/[CH:7]=[CH:8]\[CH2:9]/[CH:10]=[CH:11]\[CH2:12]/[CH:13]=[CH:14]\[CH2:15]/[CH:16]=[CH:17]\[CH2:18]/[CH:19]=[CH:20]\[CH2:21][CH3:22]. (4) Given the reactants [N:1]1[CH:6]=[CH:5][CH:4]=[CH:3][C:2]=1[CH2:7][OH:8].[H-].[Na+].[C:11]([O:15][C:16](=[O:19])[CH2:17]Br)([CH3:14])([CH3:13])[CH3:12].O, predict the reaction product. The product is: [C:11]([O:15][C:16](=[O:19])[CH2:17][O:8][CH2:7][C:2]1[CH:3]=[CH:4][CH:5]=[CH:6][N:1]=1)([CH3:14])([CH3:13])[CH3:12]. (5) Given the reactants [Cl:1][C:2]1[CH:3]=[C:4]([C:9](=O)[CH2:10][C:11](=O)[C:12]([F:15])([F:14])[F:13])[CH:5]=[CH:6][C:7]=1[Cl:8].[NH2:18][C:19]1[C:23]([C:24]2[CH:25]=[N:26][CH:27]=[CH:28][CH:29]=2)=[CH:22][NH:21][N:20]=1, predict the reaction product. The product is: [Cl:1][C:2]1[CH:3]=[C:4]([C:9]2[CH:10]=[C:11]([C:12]([F:15])([F:14])[F:13])[N:20]3[N:21]=[CH:22][C:23]([C:24]4[CH:25]=[N:26][CH:27]=[CH:28][CH:29]=4)=[C:19]3[N:18]=2)[CH:5]=[CH:6][C:7]=1[Cl:8]. (6) Given the reactants [Br:1][C:2]1[CH:14]=[CH:13][C:5]2[S:6][C:7]([C:9]([O:11]C)=[O:10])=[CH:8][C:4]=2[CH:3]=1.O.[OH-].[Li+].O, predict the reaction product. The product is: [Br:1][C:2]1[CH:14]=[CH:13][C:5]2[S:6][C:7]([C:9]([OH:11])=[O:10])=[CH:8][C:4]=2[CH:3]=1. (7) Given the reactants [NH2:1][C:2]1[C:3]([C:9]([OH:11])=O)=[N:4][C:5]([Br:8])=[CH:6][CH:7]=1.O=S(Cl)Cl.[F:16][C:17]1[CH:22]=[CH:21][CH:20]=[CH:19][C:18]=1[NH2:23], predict the reaction product. The product is: [NH2:1][C:2]1[C:3]([C:9]([NH:23][C:18]2[CH:19]=[CH:20][CH:21]=[CH:22][C:17]=2[F:16])=[O:11])=[N:4][C:5]([Br:8])=[CH:6][CH:7]=1.